Dataset: Forward reaction prediction with 1.9M reactions from USPTO patents (1976-2016). Task: Predict the product of the given reaction. Given the reactants CN(C(ON1N=NC2C=CC=NC1=2)=[N+](C)C)C.F[P-](F)(F)(F)(F)F.[Cl:25][C:26]1[N:30]2[CH:31]=[C:32]([CH:39]3[CH2:41][CH2:40]3)[CH:33]=[C:34]([C:35]([F:38])([F:37])[F:36])[C:29]2=[N:28][C:27]=1[C:42]([OH:44])=O.Cl.[NH:46]1[CH2:51][CH2:50][CH:49]([N:52]2[C:56](=[O:57])[CH2:55][O:54][C:53]2=[O:58])[CH2:48][CH2:47]1.CCN(C(C)C)C(C)C.Cl, predict the reaction product. The product is: [Cl:25][C:26]1[N:30]2[CH:31]=[C:32]([CH:39]3[CH2:40][CH2:41]3)[CH:33]=[C:34]([C:35]([F:37])([F:38])[F:36])[C:29]2=[N:28][C:27]=1[C:42]([N:46]1[CH2:47][CH2:48][CH:49]([N:52]2[C:56](=[O:57])[CH2:55][O:54][C:53]2=[O:58])[CH2:50][CH2:51]1)=[O:44].